This data is from Catalyst prediction with 721,799 reactions and 888 catalyst types from USPTO. The task is: Predict which catalyst facilitates the given reaction. (1) Reactant: Cl.Cl.[NH:3]1[CH2:8][CH2:7][CH:6]([O:9][C:10]2[CH:15]=[CH:14][CH:13]=[CH:12][C:11]=2[C:16]2[CH:21]=[CH:20][N:19]=[CH:18][CH:17]=2)[CH2:5][CH2:4]1.C(N(CC)CC)C.CN(C=O)C.[C:34](Cl)(=[O:41])[C:35]1[CH:40]=[CH:39][CH:38]=[CH:37][CH:36]=1. Product: [C:35]1([C:34]([N:3]2[CH2:8][CH2:7][CH:6]([O:9][C:10]3[CH:15]=[CH:14][CH:13]=[CH:12][C:11]=3[C:16]3[CH:21]=[CH:20][N:19]=[CH:18][CH:17]=3)[CH2:5][CH2:4]2)=[O:41])[CH:40]=[CH:39][CH:38]=[CH:37][CH:36]=1. The catalyst class is: 6. (2) Reactant: [F:1][CH:2]([F:17])[S:3][C:4]1[C:13](=[O:14])[C:12]2[C:7](=[CH:8][C:9]([F:15])=[CH:10][CH:11]=2)[N:6]([CH3:16])[CH:5]=1.C1C=C(Cl)C=C(C(OO)=[O:26])C=1. Product: [F:17][CH:2]([F:1])[S:3]([C:4]1[C:13](=[O:14])[C:12]2[C:7](=[CH:8][C:9]([F:15])=[CH:10][CH:11]=2)[N:6]([CH3:16])[CH:5]=1)=[O:26]. The catalyst class is: 2. (3) Reactant: [N:1]([C:4]1[CH:9]=[CH:8][CH:7]=[C:6]([C:10]([F:13])([F:12])[F:11])[CH:5]=1)=[C:2]=[O:3].[NH2:14][C:15]1[CH:16]=[CH:17][C:18]([CH3:34])=[C:19]([NH:21][C:22]2[CH:23]=[C:24]3[C:29](=[CH:30][CH:31]=2)[N:28]=[CH:27][N:26]([CH3:32])[C:25]3=[O:33])[CH:20]=1. Product: [CH3:34][C:18]1[CH:17]=[CH:16][C:15]([NH:14][C:2]([NH:1][C:4]2[CH:9]=[CH:8][CH:7]=[C:6]([C:10]([F:11])([F:12])[F:13])[CH:5]=2)=[O:3])=[CH:20][C:19]=1[NH:21][C:22]1[CH:23]=[C:24]2[C:29](=[CH:30][CH:31]=1)[N:28]=[CH:27][N:26]([CH3:32])[C:25]2=[O:33]. The catalyst class is: 1. (4) Reactant: C(O[C:6](=[O:31])[NH:7][C:8]([C:11](=[O:30])[NH:12][C:13]1[CH:18]=[CH:17][C:16]([C:19]2[CH:24]=[CH:23][CH:22]=[CH:21][C:20]=2[S:25]([CH3:28])(=[O:27])=[O:26])=[CH:15][C:14]=1[F:29])([CH3:10])[CH3:9])(C)(C)C.C(O)(C(F)(F)F)=O.C(N(CC)CC)C.[Cl:46][C:47]1[CH:52]=[CH:51][C:50]([N:53]=C=O)=[CH:49][CH:48]=1. Product: [Cl:46][C:47]1[CH:52]=[CH:51][C:50]([NH:53][C:6](=[O:31])[NH:7][C:8]([CH3:10])([CH3:9])[C:11]([NH:12][C:13]2[CH:18]=[CH:17][C:16]([C:19]3[CH:24]=[CH:23][CH:22]=[CH:21][C:20]=3[S:25]([CH3:28])(=[O:26])=[O:27])=[CH:15][C:14]=2[F:29])=[O:30])=[CH:49][CH:48]=1. The catalyst class is: 2. (5) Reactant: I[C:2]1[C:7]([CH3:8])=[CH:6][C:5]([NH:9][C:10]([CH:12]2[CH:16]([C:17]3[CH:22]=[CH:21][CH:20]=[C:19]([Cl:23])[C:18]=3[F:24])[C:15]([C:27]3[CH:32]=[CH:31][C:30]([Cl:33])=[CH:29][C:28]=3[F:34])([C:25]#[N:26])[CH:14]([CH2:35][C:36]([CH3:39])([CH3:38])[CH3:37])[NH:13]2)=[O:11])=[C:4]([CH3:40])[CH:3]=1.O.[C:42](=O)([O-:44])[O-:43].[K+].[K+].[C]=O. Product: [Cl:33][C:30]1[CH:31]=[CH:32][C:27]([C@@:15]2([C:25]#[N:26])[C@H:14]([CH2:35][C:36]([CH3:39])([CH3:38])[CH3:37])[NH:13][C@@H:12]([C:10]([NH:9][C:5]3[C:4]([CH3:40])=[CH:3][C:2]([C:42]([OH:44])=[O:43])=[C:7]([CH3:8])[CH:6]=3)=[O:11])[C@@H:16]2[C:17]2[CH:22]=[CH:21][CH:20]=[C:19]([Cl:23])[C:18]=2[F:24])=[C:28]([F:34])[CH:29]=1. The catalyst class is: 274.